Predict the reactants needed to synthesize the given product. From a dataset of Full USPTO retrosynthesis dataset with 1.9M reactions from patents (1976-2016). (1) The reactants are: [C:1]([O:5][C:6](=[O:30])[N:7]([CH2:19][C:20]1[CH:25]=[CH:24][C:23]([O:26][CH3:27])=[CH:22][C:21]=1[O:28][CH3:29])[C:8]1[CH:9]=[CH:10][C:11]2[NH:12][C:13](=[O:18])[NH:14][CH2:15][C:16]=2[N:17]=1)([CH3:4])([CH3:3])[CH3:2].I[C:32]1[CH:37]=[CH:36][CH:35]=[CH:34][CH:33]=1. Given the product [C:1]([O:5][C:6](=[O:30])[N:7]([CH2:19][C:20]1[CH:25]=[CH:24][C:23]([O:26][CH3:27])=[CH:22][C:21]=1[O:28][CH3:29])[C:8]1[CH:9]=[CH:10][C:11]2[N:12]([C:20]3[CH:25]=[CH:24][CH:23]=[CH:22][CH:21]=3)[C:13](=[O:18])[N:14]([C:32]3[CH:37]=[CH:36][CH:35]=[CH:34][CH:33]=3)[CH2:15][C:16]=2[N:17]=1)([CH3:4])([CH3:3])[CH3:2].[C:1]([O:5][C:6](=[O:30])[N:7]([CH2:19][C:20]1[CH:25]=[CH:24][C:23]([O:26][CH3:27])=[CH:22][C:21]=1[O:28][CH3:29])[C:8]1[CH:9]=[CH:10][C:11]2[N:12]([C:32]3[CH:37]=[CH:36][CH:35]=[CH:34][CH:33]=3)[C:13](=[O:18])[NH:14][CH2:15][C:16]=2[N:17]=1)([CH3:4])([CH3:3])[CH3:2], predict the reactants needed to synthesize it. (2) Given the product [CH3:1][O:2][C:3]1[CH:4]=[C:5]2[C:7]([C:12]([C:14]3[CH:19]=[CH:18][C:17]([OH:20])=[C:16]([OH:21])[C:23]=3[OH:26])=[CH:11][N:6]2[CH2:11][C:12]([C:14]2[CH:19]=[CH:18][C:17]([OH:20])=[C:16]([OH:21])[C:15]=2[OH:22])=[O:13])=[CH:8][CH:9]=1, predict the reactants needed to synthesize it. The reactants are: [CH3:1][O:2][C:3]1[CH:4]=[C:5]([CH:7]=[CH:8][CH:9]=1)[NH2:6].Br[CH2:11][C:12]([C:14]1[CH:19]=[CH:18][C:17]([OH:20])=[C:16]([OH:21])[C:15]=1[OH:22])=[O:13].[C:23](=[O:26])(O)[O-].[Na+]. (3) Given the product [Cl:52][C:53]1[CH:54]=[CH:55][C:56]([C:59]2[CH:64]=[CH:63][CH:62]=[CH:61][C:60]=2[CH2:65][N:3]2[CH2:4][CH2:5][CH:6]([N:8]3[CH2:13][CH2:12][N:11]4[C:14]([NH:17][S:18]([C:21]5[CH:26]=[CH:25][C:24]([NH:27][C@@H:28]([CH2:37][S:38][C:39]6[CH:40]=[CH:41][CH:42]=[CH:43][CH:44]=6)[CH2:29][CH2:30][N:31]6[CH2:32][CH2:33][O:34][CH2:35][CH2:36]6)=[C:23]([S:45]([C:48]([F:51])([F:49])[F:50])(=[O:47])=[O:46])[CH:22]=5)(=[O:20])=[O:19])=[N:15][N:16]=[C:10]4[CH2:9]3)[CH2:7][CH:2]2[CH3:1])=[CH:57][CH:58]=1.[C:71]([OH:66])([C:48]([F:51])([F:50])[F:49])=[O:72], predict the reactants needed to synthesize it. The reactants are: [CH3:1][CH:2]1[CH2:7][CH:6]([N:8]2[CH2:13][CH2:12][N:11]3[C:14]([NH:17][S:18]([C:21]4[CH:26]=[CH:25][C:24]([NH:27][C@@H:28]([CH2:37][S:38][C:39]5[CH:44]=[CH:43][CH:42]=[CH:41][CH:40]=5)[CH2:29][CH2:30][N:31]5[CH2:36][CH2:35][O:34][CH2:33][CH2:32]5)=[C:23]([S:45]([C:48]([F:51])([F:50])[F:49])(=[O:47])=[O:46])[CH:22]=4)(=[O:20])=[O:19])=[N:15][N:16]=[C:10]3[CH2:9]2)[CH2:5][CH2:4][NH:3]1.[Cl:52][C:53]1[CH:58]=[CH:57][C:56]([C:59]2[C:60]([CH:65]=[O:66])=[CH:61][CH:62]=[CH:63][CH:64]=2)=[CH:55][CH:54]=1.C([BH3-])#N.[Na+].[CH3:71][OH:72]. (4) Given the product [NH2:25][C:21]1[CH:20]=[C:19]([CH:4]([CH2:5][P:6]([CH2:9][CH2:10][CH2:11][CH2:12][C:13]2[CH:18]=[CH:17][CH:16]=[CH:15][CH:14]=2)([OH:8])=[O:7])[C:3]([OH:33])=[O:2])[CH:24]=[CH:23][CH:22]=1, predict the reactants needed to synthesize it. The reactants are: C[O:2][C:3](=[O:33])[CH:4]([C:19]1[CH:24]=[CH:23][CH:22]=[C:21]([NH:25]C(OC(C)(C)C)=O)[CH:20]=1)[CH2:5][P:6]([CH2:9][CH2:10][CH2:11][CH2:12][C:13]1[CH:18]=[CH:17][CH:16]=[CH:15][CH:14]=1)([OH:8])=[O:7].[OH-].[Na+]. (5) Given the product [C:29]([C:28]1[CH:27]=[CH:26][C:25]([CH:8]2[N:9]([CH2:40][C:41]([O:43][C:44]([CH3:47])([CH3:46])[CH3:45])=[O:42])[C:10](=[O:24])[N:11]([C:14]3[CH:19]=[CH:18][CH:17]=[C:16]([C:20]([F:22])([F:23])[F:21])[CH:15]=3)[C:12]([CH3:13])=[C:7]2[C:5]([CH:1]2[CH2:4][CH2:3][CH2:2]2)=[O:6])=[CH:32][CH:31]=1)#[N:30], predict the reactants needed to synthesize it. The reactants are: [CH:1]1([C:5]([C:7]2[CH:8]([C:25]3[CH:32]=[CH:31][C:28]([C:29]#[N:30])=[CH:27][CH:26]=3)[NH:9][C:10](=[O:24])[N:11]([C:14]3[CH:19]=[CH:18][CH:17]=[C:16]([C:20]([F:23])([F:22])[F:21])[CH:15]=3)[C:12]=2[CH3:13])=[O:6])[CH2:4][CH2:3][CH2:2]1.C(=O)([O-])[O-].[K+].[K+].Br[CH2:40][C:41]([O:43][C:44]([CH3:47])([CH3:46])[CH3:45])=[O:42]. (6) Given the product [C:1]([C:4]1[CH:11]=[C:8]2[C:7](=[C:6]([F:20])[C:5]=1[F:21])[N:12]1[CH2:17][C@@H:16]([CH3:18])[O:15][C@@H:14]([CH3:19])[C@@H:13]1[C:28]1([C:26](=[O:27])[NH:25][C:23](=[O:24])[NH:22][C:29]1=[O:30])[CH2:9]2)(=[O:3])[CH3:2], predict the reactants needed to synthesize it. The reactants are: [C:1]([C:4]1[C:5]([F:21])=[C:6]([F:20])[C:7]([N:12]2[CH2:17][C@H:16]([CH3:18])[O:15][C@H:14]([CH3:19])[CH2:13]2)=[C:8]([CH:11]=1)[CH:9]=O)(=[O:3])[CH3:2].[NH:22]1[C:29](=[O:30])[CH2:28][C:26](=[O:27])[NH:25][C:23]1=[O:24]. (7) Given the product [Br:1][C:2]1[CH:3]=[C:4]([O:9][CH2:18][C:17]2[CH:20]=[CH:21][C:14]([O:13][CH3:12])=[CH:15][CH:16]=2)[CH:5]=[CH:6][C:7]=1[F:8], predict the reactants needed to synthesize it. The reactants are: [Br:1][C:2]1[CH:3]=[C:4]([OH:9])[CH:5]=[CH:6][C:7]=1[F:8].[H-].[Na+].[CH3:12][O:13][C:14]1[CH:21]=[CH:20][C:17]([CH2:18]Br)=[CH:16][CH:15]=1. (8) Given the product [O:1]([C:2]1[CH:3]=[C:4]2[C:8](=[CH:9][CH:10]=1)[CH2:7][CH:6]([C:11]([O:13][CH3:14])=[O:12])[CH2:5]2)[C:15]1[CH:20]=[CH:19][CH:18]=[CH:17][CH:16]=1, predict the reactants needed to synthesize it. The reactants are: [OH:1][C:2]1[CH:3]=[C:4]2[C:8](=[CH:9][CH:10]=1)[CH2:7][CH:6]([C:11]([O:13][CH3:14])=[O:12])[CH2:5]2.[C:15]1(B(O)O)[CH:20]=[CH:19][CH:18]=[CH:17][CH:16]=1.CCN(CC)CC. (9) Given the product [O:62]=[C:61]([C:63]1[CH:68]=[CH:67][CH:66]=[CH:65][CH:64]=1)[CH2:60][NH:59][C:21]([C:8]1[C:7]([NH:6][C:4](=[O:5])[C:3]2[C:2]([F:1])=[CH:27][CH:26]=[CH:25][C:24]=2[F:28])=[CH:11][N:10]([CH2:12][C:13]2[CH:18]=[CH:17][C:16]([O:19][CH3:20])=[CH:15][CH:14]=2)[N:9]=1)=[O:23], predict the reactants needed to synthesize it. The reactants are: [F:1][C:2]1[CH:27]=[CH:26][CH:25]=[C:24]([F:28])[C:3]=1[C:4]([NH:6][C:7]1[C:8]([C:21]([OH:23])=O)=[N:9][N:10]([CH2:12][C:13]2[CH:18]=[CH:17][C:16]([O:19][CH3:20])=[CH:15][CH:14]=2)[CH:11]=1)=[O:5].Cl.CN(C)CCCN=C=NCC.ON1C2C=CC=CC=2N=N1.C(N(CC)CC)C.Cl.[NH2:59][CH2:60][C:61]([C:63]1[CH:68]=[CH:67][CH:66]=[CH:65][CH:64]=1)=[O:62]. (10) Given the product [F:1][C:2]1[C:3]([CH:25]2[N:29]([CH:30]3[CH2:31][CH2:32][O:33][CH2:34][CH2:35]3)[C:28]([C:36]#[N:38])=[N:27][CH2:26]2)=[N:4][C:5]([NH:8][C:9]2[CH:14]=[CH:13][C:12]([S:15]([N:18]3[CH2:23][CH2:22][N:21]([CH3:24])[CH2:20][CH2:19]3)(=[O:17])=[O:16])=[CH:11][CH:10]=2)=[N:6][CH:7]=1, predict the reactants needed to synthesize it. The reactants are: [F:1][C:2]1[C:3]([C:25]2[N:29]([CH:30]3[CH2:35][CH2:34][O:33][CH2:32][CH2:31]3)[C:28]([CH:36]=O)=[N:27][CH:26]=2)=[N:4][C:5]([NH:8][C:9]2[CH:14]=[CH:13][C:12]([S:15]([N:18]3[CH2:23][CH2:22][N:21]([CH3:24])[CH2:20][CH2:19]3)(=[O:17])=[O:16])=[CH:11][CH:10]=2)=[N:6][CH:7]=1.[NH2:38]O.Cl.